From a dataset of Forward reaction prediction with 1.9M reactions from USPTO patents (1976-2016). Predict the product of the given reaction. Given the reactants [CH:1]([P:3](=[O:17])([CH:15]=[CH2:16])[C:4]1[CH:9]=[CH:8][C:7]([N+:10]([O-:12])=[O:11])=[C:6]([O:13][CH3:14])[CH:5]=1)=[CH2:2].[C:18]([O:26][CH2:27][CH3:28])(=[O:25])[CH2:19][C:20]([O:22][CH2:23][CH3:24])=[O:21].C(=O)([O-])[O-].[K+].[K+].Cl, predict the reaction product. The product is: [CH3:14][O:13][C:6]1[CH:5]=[C:4]([P:3]2(=[O:17])[CH2:15][CH2:16][C:19]([C:20]([O:22][CH2:23][CH3:24])=[O:21])([C:18]([O:26][CH2:27][CH3:28])=[O:25])[CH2:2][CH2:1]2)[CH:9]=[CH:8][C:7]=1[N+:10]([O-:12])=[O:11].